Dataset: Catalyst prediction with 721,799 reactions and 888 catalyst types from USPTO. Task: Predict which catalyst facilitates the given reaction. (1) Reactant: [CH:1]([CH:3]1[CH2:7][O:6][C:5]([CH3:9])([CH3:8])[N:4]1[C:10]([O:12][C:13]([CH3:16])([CH3:15])[CH3:14])=[O:11])=O.[CH:17]([NH2:20])([CH3:19])[CH3:18].[BH4-].[Na+].C([O-])(O)=O.[Na+]. Product: [CH:17]([NH:20][CH2:1][CH:3]1[CH2:7][O:6][C:5]([CH3:9])([CH3:8])[N:4]1[C:10]([O:12][C:13]([CH3:16])([CH3:15])[CH3:14])=[O:11])([CH3:19])[CH3:18]. The catalyst class is: 5. (2) Reactant: C(OC(=O)[NH:7][CH:8]1[CH2:13][CH2:12][N:11]([CH2:14][CH2:15][N:16]2[C:25]3[C:20](=[CH:21][CH:22]=[C:23]([F:27])[C:24]=3[F:26])[N:19]=[CH:18][C:17]2=[O:28])[CH2:10][CH2:9]1)(C)(C)C.FC(F)(F)C(O)=O.NC1CCN(CCN2C3C(=CC=C(F)C=3)N=CC2=O)CC1. Product: [NH2:7][CH:8]1[CH2:13][CH2:12][N:11]([CH2:14][CH2:15][N:16]2[C:25]3[C:20](=[CH:21][CH:22]=[C:23]([F:27])[C:24]=3[F:26])[N:19]=[CH:18][C:17]2=[O:28])[CH2:10][CH2:9]1. The catalyst class is: 4. (3) Reactant: [CH3:1][C:2]1[N:6]([C:7]2[CH:12]=[CH:11][CH:10]=[CH:9][CH:8]=2)[C:5]([C:13]2[CH:18]=[CH:17][CH:16]=[CH:15][CH:14]=2)=[C:4]([C:19]([N:21]2[CH2:26][CH2:25][N:24]([C:27]([O:29][C:30]([CH3:33])([CH3:32])[CH3:31])=[O:28])[CH2:23][CH:22]2[C:34]([O:36]CC)=[O:35])=[O:20])[CH:3]=1.O.[OH-].[Li+]. Product: [C:30]([O:29][C:27]([N:24]1[CH2:25][CH2:26][N:21]([C:19]([C:4]2[CH:3]=[C:2]([CH3:1])[N:6]([C:7]3[CH:8]=[CH:9][CH:10]=[CH:11][CH:12]=3)[C:5]=2[C:13]2[CH:14]=[CH:15][CH:16]=[CH:17][CH:18]=2)=[O:20])[CH:22]([C:34]([OH:36])=[O:35])[CH2:23]1)=[O:28])([CH3:33])([CH3:31])[CH3:32]. The catalyst class is: 8. (4) Reactant: Br[CH2:2][C:3]1[CH:13]=[CH:12][C:11]([Cl:14])=[CH:10][C:4]=1[C:5]([O:7]CC)=O.[CH:15]([C:18]1[CH:24]=[CH:23][C:21]([NH2:22])=[CH:20][CH:19]=1)([CH3:17])[CH3:16].[O-]CC.[Na+]. Product: [Cl:14][C:11]1[CH:10]=[C:4]2[C:3]([CH2:2][N:22]([C:21]3[CH:23]=[CH:24][C:18]([CH:15]([CH3:17])[CH3:16])=[CH:19][CH:20]=3)[C:5]2=[O:7])=[CH:13][CH:12]=1. The catalyst class is: 8. (5) Reactant: [ClH:1].[CH:2]1[CH:3]=[CH:4][C:5]2[S:10][N:9]=[C:8]([N:11]3[CH2:16][CH2:15][N:14]([CH2:17][CH2:18][C:19]4[CH:20]=[C:21]5[CH2:29][C:27](=[O:28])[NH:26][C:22]5=[CH:23][C:24]=4[Cl:25])[CH2:13][CH2:12]3)[C:6]=2[CH:7]=1. Product: [CH:2]1[CH:3]=[CH:4][C:5]2[S:10][N:9]=[C:8]([N:11]3[CH2:12][CH2:13][N:14]([CH2:17][CH2:18][C:19]4[CH:20]=[C:21]5[CH2:29][C:27](=[O:28])[NH:26][C:22]5=[CH:23][C:24]=4[Cl:25])[CH2:15][CH2:16]3)[C:6]=2[CH:7]=1.[ClH:1]. The catalyst class is: 10. (6) Reactant: [CH3:1][NH:2][C@H:3]1[CH2:8][CH2:7][C@H:6]([C:9]([NH:11][C:12]2[C:16]3[CH:17]=[CH:18][CH:19]=[CH:20][C:15]=3[O:14][C:13]=2[C:21]([NH:23][C:24]2[CH:29]=[CH:28][C:27]([Cl:30])=[CH:26][N:25]=2)=[O:22])=[O:10])[CH2:5][CH2:4]1.I[CH2:32][CH2:33][OH:34].C(=O)([O-])[O-].[Na+].[Na+]. Product: [OH:34][CH2:33][CH2:32][N:2]([C@H:3]1[CH2:4][CH2:5][C@H:6]([C:9]([NH:11][C:12]2[C:16]3[CH:17]=[CH:18][CH:19]=[CH:20][C:15]=3[O:14][C:13]=2[C:21]([NH:23][C:24]2[CH:29]=[CH:28][C:27]([Cl:30])=[CH:26][N:25]=2)=[O:22])=[O:10])[CH2:7][CH2:8]1)[CH3:1]. The catalyst class is: 8. (7) Product: [CH3:18][O:17][N:20]=[CH:5][C:4]1[CH:7]=[CH:8][C:9]([O:10][CH2:11][CH2:12][O:13][CH3:14])=[C:2]([OH:1])[CH:3]=1. The catalyst class is: 14. Reactant: [OH:1][C:2]1[CH:3]=[C:4]([CH:7]=[CH:8][C:9]=1[O:10][CH2:11][CH2:12][O:13][CH3:14])[CH:5]=O.CC[O:17][CH2:18]C.[N:20]1C=CC=CC=1. (8) Reactant: FC(F)(F)C(O)=O.[F:8][C:9]1[CH:10]=[CH:11][CH:12]=[C:13]2[C:17]=1[N:16]([C:18]1[N:22]=[C:21]([CH:23]3[CH2:28][CH2:27][NH:26][CH2:25][CH2:24]3)[O:20][N:19]=1)[N:15]=[C:14]2[CH:29]([CH3:31])[CH3:30].[C:32]([N:39]1[CH2:44][CH2:43][CH:42]([CH:45]=O)[CH2:41][CH2:40]1)([O:34][C:35]([CH3:38])([CH3:37])[CH3:36])=[O:33].C(=O)(O)[O-].[Na+]. Product: [F:8][C:9]1[CH:10]=[CH:11][CH:12]=[C:13]2[C:17]=1[N:16]([C:18]1[N:22]=[C:21]([CH:23]3[CH2:28][CH2:27][N:26]([CH2:45][CH:42]4[CH2:43][CH2:44][N:39]([C:32]([O:34][C:35]([CH3:36])([CH3:38])[CH3:37])=[O:33])[CH2:40][CH2:41]4)[CH2:25][CH2:24]3)[O:20][N:19]=1)[N:15]=[C:14]2[CH:29]([CH3:31])[CH3:30]. The catalyst class is: 4.